This data is from Full USPTO retrosynthesis dataset with 1.9M reactions from patents (1976-2016). The task is: Predict the reactants needed to synthesize the given product. (1) Given the product [Cl:2][C:3]1[S:7][C:6](/[CH:8]=[CH:9]/[S:10]([NH:13][C@H:14]2[CH2:18][CH2:17][N:16]([C:19]3[CH:20]=[CH:21][C:22]4[CH2:28][NH:27][CH2:26][CH2:25][CH2:24][C:23]=4[CH:29]=3)[C:15]2=[O:30])(=[O:11])=[O:12])=[CH:5][CH:4]=1, predict the reactants needed to synthesize it. The reactants are: Cl.[Cl:2][C:3]1[S:7][C:6](/[CH:8]=[CH:9]/[S:10]([NH:13][C@H:14]2[CH2:18][CH2:17][N:16]([C:19]3[CH:20]=[CH:21][C:22]4[CH2:28][NH:27][CH2:26][CH2:25][CH2:24][C:23]=4[CH:29]=3)[C:15]2=[O:30])(=[O:12])=[O:11])=[CH:5][CH:4]=1.C(Cl)Cl. (2) Given the product [Si:13]([C:16]1[CH:17]=[C:3]([C:4]([O:6][CH2:7][CH3:8])=[O:5])[NH:1][N:2]=1)([C:9]([CH3:12])([CH3:11])[CH3:10])([CH3:15])[CH3:14], predict the reactants needed to synthesize it. The reactants are: [N+:1](=[CH:3][C:4]([O:6][CH2:7][CH3:8])=[O:5])=[N-:2].[C:9]([Si:13]([C:16]#[CH:17])([CH3:15])[CH3:14])([CH3:12])([CH3:11])[CH3:10].